Dataset: Reaction yield outcomes from USPTO patents with 853,638 reactions. Task: Predict the reaction yield, written as a fraction of the theoretical maximum amount of product (1.0 means a 100% yield; for example, 0.34 means a 34% yield). (1) The reactants are CN(C(ON1N=NC2C=CC=NC1=2)=[N+](C)C)C.F[P-](F)(F)(F)(F)F.[C:25]([O:29][C:30]([NH:32][C:33]1([C:48]([OH:50])=O)[CH2:38][CH2:37][N:36]([C:39]2[C:40]3[CH:47]=[CH:46][NH:45][C:41]=3[N:42]=[CH:43][N:44]=2)[CH2:35][CH2:34]1)=[O:31])([CH3:28])([CH3:27])[CH3:26].[Cl:51][C:52]1[CH:57]=[CH:56][C:55]([CH:58]([NH2:65])[CH2:59][C:60]2[S:61][CH:62]=[CH:63][N:64]=2)=[CH:54][CH:53]=1.C(N(CC)C(C)C)(C)C. The catalyst is CN1CCCC1=O.CCOCC. The product is [Cl:51][C:52]1[CH:57]=[CH:56][C:55]([CH:58]([NH:65][C:48]([C:33]2([NH:32][C:30](=[O:31])[O:29][C:25]([CH3:27])([CH3:26])[CH3:28])[CH2:38][CH2:37][N:36]([C:39]3[C:40]4[CH:47]=[CH:46][NH:45][C:41]=4[N:42]=[CH:43][N:44]=3)[CH2:35][CH2:34]2)=[O:50])[CH2:59][C:60]2[S:61][CH:62]=[CH:63][N:64]=2)=[CH:54][CH:53]=1. The yield is 0.940. (2) The reactants are [H-].[H-].[H-].[H-].[Li+].[Al+3].C[O:8][C:9](=O)[C:10]1[C:11](=[CH:16][C:17]([F:24])=[C:18]([C:20]([F:23])([F:22])[F:21])[CH:19]=1)[C:12](OC)=[O:13]. The catalyst is C1COCC1. The product is [F:24][C:17]1[C:18]([C:20]([F:23])([F:22])[F:21])=[CH:19][C:10]([CH2:9][OH:8])=[C:11]([CH2:12][OH:13])[CH:16]=1. The yield is 0.570. (3) The reactants are [H-].[Na+].[Br:3][C:4]1[CH:10]=[C:9]([F:11])[C:7]([NH2:8])=[C:6]([F:12])[CH:5]=1.[CH2:13]([O:20][C:21]1[CH:30]=[C:29]2[C:24]([C:25](Cl)=[N:26][CH:27]=[N:28]2)=[CH:23][C:22]=1[O:32][CH3:33])[C:14]1[CH:19]=[CH:18][CH:17]=[CH:16][CH:15]=1. The catalyst is CN(C=O)C. The product is [CH2:13]([O:20][C:21]1[CH:30]=[C:29]2[C:24]([C:25]([NH:8][C:7]3[C:9]([F:11])=[CH:10][C:4]([Br:3])=[CH:5][C:6]=3[F:12])=[N:26][CH:27]=[N:28]2)=[CH:23][C:22]=1[O:32][CH3:33])[C:14]1[CH:15]=[CH:16][CH:17]=[CH:18][CH:19]=1. The yield is 0.620. (4) The reactants are Cl.[NH2:2][CH2:3][C@H:4]([OH:9])[C:5]([O:7][CH3:8])=[O:6].[Cl:10][C:11]1[N:16]=[C:15]([C:17]([NH2:19])=[O:18])[CH:14]=[C:13](Cl)[N:12]=1.CCN(C(C)C)C(C)C. The catalyst is C(#N)C. The product is [C:17]([C:15]1[N:16]=[C:11]([Cl:10])[N:12]=[C:13]([NH:2][CH2:3][C@H:4]([OH:9])[C:5]([O:7][CH3:8])=[O:6])[CH:14]=1)(=[O:18])[NH2:19]. The yield is 0.760. (5) The reactants are [H-].[Na+].[Cl:3][C:4]1[CH:9]=[CH:8][C:7]([C:10]2[C:14]([CH2:15][OH:16])=[C:13](/[CH:17]=[CH:18]/[C:19]3[CH:24]=[CH:23][CH:22]=[CH:21][CH:20]=3)[O:12][N:11]=2)=[CH:6][CH:5]=1.Cl[C:26]1[CH:35]=[CH:34][C:29]([C:30]([O:32][CH3:33])=[O:31])=[CH:28][N:27]=1. The catalyst is C1COCC1. The product is [CH3:33][O:32][C:30](=[O:31])[C:29]1[CH:34]=[CH:35][C:26]([O:16][CH2:15][C:14]2[C:10]([C:7]3[CH:6]=[CH:5][C:4]([Cl:3])=[CH:9][CH:8]=3)=[N:11][O:12][C:13]=2/[CH:17]=[CH:18]/[C:19]2[CH:20]=[CH:21][CH:22]=[CH:23][CH:24]=2)=[N:27][CH:28]=1. The yield is 0.640.